Task: Predict the reactants needed to synthesize the given product.. Dataset: Full USPTO retrosynthesis dataset with 1.9M reactions from patents (1976-2016) (1) Given the product [NH2:21][C:14]1[CH:15]=[C:16]([C:19]#[N:20])[CH:17]=[CH:18][C:13]=1[CH2:12][NH:11][C:9](=[O:10])[C:8]1[CH:24]=[C:25]([Cl:27])[CH:26]=[C:6]([N:5]([CH2:4][C:1](=[O:3])[NH2:2])[S:28]([CH3:31])(=[O:30])=[O:29])[CH:7]=1, predict the reactants needed to synthesize it. The reactants are: [C:1]([CH2:4][N:5]([S:28]([CH3:31])(=[O:30])=[O:29])[C:6]1[CH:7]=[C:8]([CH:24]=[C:25]([Cl:27])[CH:26]=1)[C:9]([NH:11][CH2:12][C:13]1[CH:18]=[CH:17][C:16]([C:19]#[N:20])=[CH:15][C:14]=1[N+:21]([O-])=O)=[O:10])(=[O:3])[NH2:2]. (2) The reactants are: C([O:8][C:9]1[CH:10]=[CH:11][C:12]([O:17][CH3:18])=[C:13]([CH:16]=1)[CH:14]=O)C1C=CC=CC=1.C(OP([CH2:27][C:28]([O:30][CH2:31][CH3:32])=[O:29])(OCC)=O)C.[H-].[Na+].Cl. Given the product [OH:8][C:9]1[CH:10]=[CH:11][C:12]([O:17][CH3:18])=[C:13]([CH2:14][CH2:27][C:28]([O:30][CH2:31][CH3:32])=[O:29])[CH:16]=1, predict the reactants needed to synthesize it. (3) Given the product [Br:1][C:2]1[C:3](/[CH:16]=[C:33](\[CH3:32])/[C:34]([O:36][CH2:37][CH3:38])=[O:35])=[C:4]([O:14][CH3:15])[C:5]2[C:10]([C:11]=1[O:12][CH3:13])=[CH:9][CH:8]=[CH:7][CH:6]=2, predict the reactants needed to synthesize it. The reactants are: [Br:1][C:2]1[C:3]([CH:16]=O)=[C:4]([O:14][CH3:15])[C:5]2[C:10]([C:11]=1[O:12][CH3:13])=[CH:9][CH:8]=[CH:7][CH:6]=2.COC1C2C(=CC=CC=2)C(OC)=CC=1/[CH:32]=[C:33](\C)/[C:34]([O:36][CH2:37][CH3:38])=[O:35].O(C(C)C)C(C)C. (4) Given the product [CH2:1]([N:3]1[C:7]2=[N:8][C:9]([CH2:30][CH3:31])=[C:10]([CH2:19][NH:20][C:21](=[O:29])[CH2:22][CH2:23][CH2:24][C:25]([OH:27])=[O:26])[C:11]([NH:12][CH:13]3[CH2:14][CH2:15][O:16][CH2:17][CH2:18]3)=[C:6]2[CH:5]=[N:4]1)[CH3:2], predict the reactants needed to synthesize it. The reactants are: [CH2:1]([N:3]1[C:7]2=[N:8][C:9]([CH2:30][CH3:31])=[C:10]([CH2:19][NH:20][C:21](=[O:29])[CH2:22][CH2:23][CH2:24][C:25]([O:27]C)=[O:26])[C:11]([NH:12][CH:13]3[CH2:18][CH2:17][O:16][CH2:15][CH2:14]3)=[C:6]2[CH:5]=[N:4]1)[CH3:2].O[Li].O.Cl. (5) Given the product [O:45]1[CH:40]([CH2:39][N:9]2[CH2:10][CH2:11][C:6]3([N:5]([C:12]4[CH:13]=[CH:14][CH:15]=[CH:16][CH:17]=4)[CH2:4][N:3]([CH2:18][C:19]4[CH:20]=[C:21]([CH:29]=[CH:30][CH:31]=4)[C:22]([O:24][C:25]([CH3:28])([CH3:26])[CH3:27])=[O:23])[C:2]3=[O:1])[CH2:7][CH2:8]2)[CH2:41][O:42][C:43]2[CH:49]=[CH:48][CH:47]=[CH:46][C:44]1=2, predict the reactants needed to synthesize it. The reactants are: [O:1]=[C:2]1[C:6]2([CH2:11][CH2:10][NH:9][CH2:8][CH2:7]2)[N:5]([C:12]2[CH:17]=[CH:16][CH:15]=[CH:14][CH:13]=2)[CH2:4][N:3]1[CH2:18][C:19]1[CH:20]=[C:21]([CH:29]=[CH:30][CH:31]=1)[C:22]([O:24][C:25]([CH3:28])([CH3:27])[CH3:26])=[O:23].C(=O)([O-])[O-].[K+].[K+].Br[CH2:39][CH:40]1[O:45][C:44]2[CH:46]=[CH:47][CH:48]=[CH:49][C:43]=2[O:42][CH2:41]1.